This data is from Full USPTO retrosynthesis dataset with 1.9M reactions from patents (1976-2016). The task is: Predict the reactants needed to synthesize the given product. (1) Given the product [Cl:1][C:2]1[CH:7]=[CH:6][C:5]([C:8]2[C:17](=[O:18])[C:16]3[C:11](=[C:12]4[C:13](=[CH:14][CH:15]=3)[NH:19][CH2:20][CH2:21][O:22]4)[O:10][C:9]=2[CH:24]([CH3:26])[CH3:25])=[CH:4][CH:3]=1, predict the reactants needed to synthesize it. The reactants are: [Cl:1][C:2]1[CH:7]=[CH:6][C:5]([C:8]2[C:17](=[O:18])[C:16]3[C:11](=[C:12](F)[C:13]([NH:19][CH2:20][CH2:21][OH:22])=[CH:14][CH:15]=3)[O:10][C:9]=2[CH:24]([CH3:26])[CH3:25])=[CH:4][CH:3]=1.[H-].[Na+]. (2) Given the product [F:1][C:2]1[CH:7]=[C:6]([F:8])[CH:5]=[CH:4][C:3]=1[C:9]1[N:10]2[C:15]([CH:16]=[CH:17][CH:18]=1)=[C:14]([C:19]1[C:27]([F:28])=[CH:26][C:22]([C:23]([NH2:41])=[O:25])=[CH:21][C:20]=1[F:29])[C:13](=[O:30])[CH:12]=[CH:11]2, predict the reactants needed to synthesize it. The reactants are: [F:1][C:2]1[CH:7]=[C:6]([F:8])[CH:5]=[CH:4][C:3]=1[C:9]1[N:10]2[C:15]([CH:16]=[CH:17][CH:18]=1)=[C:14]([C:19]1[C:27]([F:28])=[CH:26][C:22]([C:23]([OH:25])=O)=[CH:21][C:20]=1[F:29])[C:13](=[O:30])[CH:12]=[CH:11]2.C(Cl)CCl.C1C=CC2N(O)N=[N:41]C=2C=1.[OH-].[NH4+]. (3) Given the product [CH2:6]([O:8][C:9]([C:11]1[C:12]2[N:13]=[CH:14][CH:15]=[N:16][C:17]=2[C:18]([C:21]2[C:26]([F:27])=[C:25]([O:28][CH3:29])[CH:24]=[C:23]([O:30][CH3:31])[C:22]=2[Cl:4])=[CH:19][CH:20]=1)=[O:10])[CH3:7], predict the reactants needed to synthesize it. The reactants are: S(Cl)([Cl:4])(=O)=O.[CH2:6]([O:8][C:9]([C:11]1[C:12]2[N:13]=[CH:14][CH:15]=[N:16][C:17]=2[C:18]([C:21]2[C:26]([F:27])=[C:25]([O:28][CH3:29])[CH:24]=[C:23]([O:30][CH3:31])[C:22]=2F)=[CH:19][CH:20]=1)=[O:10])[CH3:7]. (4) Given the product [NH2:1][CH:2]1[CH2:11][CH2:10][C:5]2([O:9][CH2:8][CH2:7][O:6]2)[CH2:4][CH:3]1[C:12]([O:14][CH2:15][CH3:16])=[O:13], predict the reactants needed to synthesize it. The reactants are: [NH2:1][C:2]1[CH2:11][CH2:10][C:5]2([O:9][CH2:8][CH2:7][O:6]2)[CH2:4][C:3]=1[C:12]([O:14][CH2:15][CH3:16])=[O:13].C(O)(C(F)(F)F)=O.[BH4-].[Na+]. (5) Given the product [CH:1]1([NH:5][C:6](=[O:7])[NH:8][C:9]2[CH:10]=[CH:11][C:12]([C:15]([N:17]3[CH2:18][CH2:19][N:20]([CH2:24][C:25]4[CH:26]=[C:27]([CH:38]=[CH:39][CH:40]=4)[C:28]([NH:30][C:31]([CH3:37])([CH3:36])[C:32]([F:33])([F:35])[F:34])=[O:29])[CH2:21][CH2:22]3)=[O:16])=[CH:13][CH:14]=2)[CH2:4][CH2:3][CH2:2]1, predict the reactants needed to synthesize it. The reactants are: [CH:1]1([NH:5][C:6]([NH:8][C:9]2[CH:14]=[CH:13][C:12]([C:15]([N:17]3[CH2:22][CH2:21][NH:20][CH2:19][CH2:18]3)=[O:16])=[CH:11][CH:10]=2)=[O:7])[CH2:4][CH2:3][CH2:2]1.Cl[CH2:24][C:25]1[CH:26]=[C:27]([CH:38]=[CH:39][CH:40]=1)[C:28]([NH:30][C:31]([CH3:37])([CH3:36])[C:32]([F:35])([F:34])[F:33])=[O:29].C(N(CC)CC)C.[I-].[Na+]. (6) Given the product [F:28][C:29]([F:40])([F:39])[C:30]([NH:21][C@@H:19]([CH3:20])[C@H:18]([O:17][C:13]1[CH:12]=[C:11]2[C:16](=[CH:15][CH:14]=1)[N:8]([C:5]1[CH:4]=[CH:3][C:2]([F:1])=[CH:7][CH:6]=1)[N:9]=[CH:10]2)[C:22]1[CH:23]=[CH:24][CH:25]=[CH:26][CH:27]=1)=[O:31], predict the reactants needed to synthesize it. The reactants are: [F:1][C:2]1[CH:7]=[CH:6][C:5]([N:8]2[C:16]3[C:11](=[CH:12][C:13]([O:17][C@@H:18]([C:22]4[CH:27]=[CH:26][CH:25]=[CH:24][CH:23]=4)[C@H:19]([NH2:21])[CH3:20])=[CH:14][CH:15]=3)[CH:10]=[N:9]2)=[CH:4][CH:3]=1.[F:28][C:29]([F:40])([F:39])[C:30](O[C:30](=[O:31])[C:29]([F:40])([F:39])[F:28])=[O:31].